From a dataset of NCI-60 drug combinations with 297,098 pairs across 59 cell lines. Regression. Given two drug SMILES strings and cell line genomic features, predict the synergy score measuring deviation from expected non-interaction effect. (1) Drug 1: CC1=C(C=C(C=C1)NC(=O)C2=CC=C(C=C2)CN3CCN(CC3)C)NC4=NC=CC(=N4)C5=CN=CC=C5. Drug 2: CC1C(C(CC(O1)OC2CC(OC(C2O)C)OC3=CC4=CC5=C(C(=O)C(C(C5)C(C(=O)C(C(C)O)O)OC)OC6CC(C(C(O6)C)O)OC7CC(C(C(O7)C)O)OC8CC(C(C(O8)C)O)(C)O)C(=C4C(=C3C)O)O)O)O. Cell line: K-562. Synergy scores: CSS=47.1, Synergy_ZIP=-3.15, Synergy_Bliss=-6.65, Synergy_Loewe=-6.96, Synergy_HSA=-5.79. (2) Drug 1: CN(CC1=CN=C2C(=N1)C(=NC(=N2)N)N)C3=CC=C(C=C3)C(=O)NC(CCC(=O)O)C(=O)O. Drug 2: C1=NC2=C(N=C(N=C2N1C3C(C(C(O3)CO)O)O)F)N. Cell line: COLO 205. Synergy scores: CSS=31.9, Synergy_ZIP=-7.33, Synergy_Bliss=-7.48, Synergy_Loewe=-22.3, Synergy_HSA=-6.58. (3) Drug 1: C1=NC2=C(N=C(N=C2N1C3C(C(C(O3)CO)O)O)F)N. Drug 2: CC1CCC2CC(C(=CC=CC=CC(CC(C(=O)C(C(C(=CC(C(=O)CC(OC(=O)C3CCCCN3C(=O)C(=O)C1(O2)O)C(C)CC4CCC(C(C4)OC)O)C)C)O)OC)C)C)C)OC. Cell line: SNB-19. Synergy scores: CSS=13.0, Synergy_ZIP=-3.48, Synergy_Bliss=3.85, Synergy_Loewe=-0.0827, Synergy_HSA=0.110. (4) Cell line: DU-145. Drug 1: CS(=O)(=O)CCNCC1=CC=C(O1)C2=CC3=C(C=C2)N=CN=C3NC4=CC(=C(C=C4)OCC5=CC(=CC=C5)F)Cl. Synergy scores: CSS=37.1, Synergy_ZIP=-7.60, Synergy_Bliss=1.30, Synergy_Loewe=1.96, Synergy_HSA=2.19. Drug 2: CCN(CC)CCCC(C)NC1=C2C=C(C=CC2=NC3=C1C=CC(=C3)Cl)OC. (5) Drug 1: CN1CCC(CC1)COC2=C(C=C3C(=C2)N=CN=C3NC4=C(C=C(C=C4)Br)F)OC. Drug 2: C(CC(=O)O)C(=O)CN.Cl. Cell line: SK-MEL-5. Synergy scores: CSS=3.76, Synergy_ZIP=-1.64, Synergy_Bliss=-4.37, Synergy_Loewe=-8.01, Synergy_HSA=-9.06.